This data is from Full USPTO retrosynthesis dataset with 1.9M reactions from patents (1976-2016). The task is: Predict the reactants needed to synthesize the given product. (1) The reactants are: Br[CH2:2][C:3]1[CH:8]=[CH:7][CH:6]=[CH:5][CH:4]=1.C(=O)([O-])[O-].[K+].[K+].[OH:15][C:16]1[CH:17]=[C:18]([CH:24]=[CH:25][C:26]=1[OH:27])[C:19]([O:21][CH2:22][CH3:23])=[O:20]. Given the product [CH2:2]([O:27][C:26]1[CH:25]=[CH:24][C:18]([C:19]([O:21][CH2:22][CH3:23])=[O:20])=[CH:17][C:16]=1[OH:15])[C:3]1[CH:8]=[CH:7][CH:6]=[CH:5][CH:4]=1, predict the reactants needed to synthesize it. (2) Given the product [Cl:10][C:11]1[C:19]([C:20]#[N:21])=[CH:18][C:14]([C:15]([O:26][CH2:25][C:24]([F:28])([F:27])[F:23])=[O:16])=[C:13]([CH3:22])[N:12]=1, predict the reactants needed to synthesize it. The reactants are: CCN(C(C)C)C(C)C.[Cl:10][C:11]1[C:19]([C:20]#[N:21])=[CH:18][C:14]([C:15](Cl)=[O:16])=[C:13]([CH3:22])[N:12]=1.[F:23][C:24]([F:28])([F:27])[CH2:25][OH:26]. (3) Given the product [C:1]([N:5]1[C:14]2[C:9](=[CH:10][C:11]([Cl:26])=[C:12]([N:15]3[CH2:19][CH2:18][CH2:17][CH2:16]3)[N:13]=2)[C:8](=[O:20])[C:7]([C:21]([O:23][CH2:24][CH3:25])=[O:22])=[CH:6]1)([CH3:4])([CH3:3])[CH3:2], predict the reactants needed to synthesize it. The reactants are: [C:1]([N:5]1[C:14]2[C:9](=[CH:10][CH:11]=[C:12]([N:15]3[CH2:19][CH2:18][CH2:17][CH2:16]3)[N:13]=2)[C:8](=[O:20])[C:7]([C:21]([O:23][CH2:24][CH3:25])=[O:22])=[CH:6]1)([CH3:4])([CH3:3])[CH3:2].[Cl:26]N1C(C)(C)C(=O)N(Cl)C1=O. (4) Given the product [CH:25]1([C:2]2[N:7]=[N:6][C:5]([C:8]3[CH:17]=[CH:16][C:15]4[C:10](=[CH:11][CH:12]=[CH:13][CH:14]=4)[CH:9]=3)=[C:4]([C:18]3[CH:23]=[CH:22][N:21]=[CH:20][C:19]=3[F:24])[CH:3]=2)[CH2:27][CH2:26]1, predict the reactants needed to synthesize it. The reactants are: Br[C:2]1[N:7]=[N:6][C:5]([C:8]2[CH:17]=[CH:16][C:15]3[C:10](=[CH:11][CH:12]=[CH:13][CH:14]=3)[CH:9]=2)=[C:4]([C:18]2[CH:23]=[CH:22][N:21]=[CH:20][C:19]=2[F:24])[CH:3]=1.[CH:25]1(B(O)O)[CH2:27][CH2:26]1.C(Cl)Cl.C(=O)([O-])[O-].[K+].[K+]. (5) Given the product [O:19]=[S:16]1(=[O:20])[CH2:17][CH2:18][N:13]([C:11]2[S:12][C:8]([C:6]3[CH:5]=[CH:4][N:3]=[C:2]([CH3:40])[N:7]=3)=[C:9]([C:21]3[C:22]([F:39])=[C:23]([NH:27][S:28]([C:31]4[CH:36]=[C:35]([F:37])[CH:34]=[CH:33][C:32]=4[F:38])(=[O:30])=[O:29])[CH:24]=[CH:25][CH:26]=3)[N:10]=2)[CH2:14][CH2:15]1, predict the reactants needed to synthesize it. The reactants are: Cl[C:2]1[N:7]=[C:6]([C:8]2[S:12][C:11]([N:13]3[CH2:18][CH2:17][S:16](=[O:20])(=[O:19])[CH2:15][CH2:14]3)=[N:10][C:9]=2[C:21]2[C:22]([F:39])=[C:23]([NH:27][S:28]([C:31]3[CH:36]=[C:35]([F:37])[CH:34]=[CH:33][C:32]=3[F:38])(=[O:30])=[O:29])[CH:24]=[CH:25][CH:26]=2)[CH:5]=[CH:4][N:3]=1.[CH3:40][Zn]C.C1(C)C=CC=CC=1. (6) Given the product [NH2:4][C@H:5]([C:10]([OH:12])=[O:11])[CH2:6][CH2:7][S:8][CH3:9].[Ce:3], predict the reactants needed to synthesize it. The reactants are: OO.[Ce:3].[NH2:4][C@H:5]([C:10]([OH:12])=[O:11])[CH2:6][CH2:7][S:8][CH3:9]. (7) The reactants are: [ClH:1].Cl.[NH2:3][C@H:4]1[CH2:9][CH2:8][C@H:7]([CH2:10][CH2:11][N:12]2[CH2:16][C@H:15]3[C:17]4[CH:18]=[C:19]([C:25]#[N:26])[CH:20]=[CH:21][C:22]=4[O:23][CH2:24][C@@H:14]3[CH2:13]2)[CH2:6][CH2:5]1.C(N(C(C)C)CC)(C)C.Cl.F[C:38]1[CH:43]=[CH:42][CH:41]=[CH:40][N:39]=1. Given the product [ClH:1].[ClH:1].[N:39]1[CH:40]=[CH:41][CH:42]=[CH:43][C:38]=1[NH:3][C@H:4]1[CH2:9][CH2:8][C@H:7]([CH2:10][CH2:11][N:12]2[CH2:16][C@H:15]3[C:17]4[CH:18]=[C:19]([C:25]#[N:26])[CH:20]=[CH:21][C:22]=4[O:23][CH2:24][C@@H:14]3[CH2:13]2)[CH2:6][CH2:5]1, predict the reactants needed to synthesize it. (8) Given the product [F:43][C:26]([F:25])([F:42])[C@@:27]([CH2:1][S@:2]([C:4]1[CH:9]=[CH:8][C:7]([CH3:10])=[CH:6][CH:5]=1)=[O:3])([OH:41])[CH2:28][C:29]([C:32]1[CH:37]=[C:36]([F:38])[CH:35]=[CH:34][C:33]=1[O:39][CH3:40])([CH3:31])[CH3:30].[F:43][C:26]([F:25])([F:42])[C@:27]([CH2:1][S@:2]([C:4]1[CH:9]=[CH:8][C:7]([CH3:10])=[CH:6][CH:5]=1)=[O:3])([OH:41])[CH2:28][C:29]([C:32]1[CH:37]=[C:36]([F:38])[CH:35]=[CH:34][C:33]=1[O:39][CH3:40])([CH3:31])[CH3:30], predict the reactants needed to synthesize it. The reactants are: [CH3:1][S@:2]([C:4]1[CH:9]=[CH:8][C:7]([CH3:10])=[CH:6][CH:5]=1)=[O:3].C([N-]C(C)C)(C)C.[Li+].C1CCCCC1.[F:25][C:26]([F:43])([F:42])[C:27](=[O:41])[CH2:28][C:29]([C:32]1[CH:37]=[C:36]([F:38])[CH:35]=[CH:34][C:33]=1[O:39][CH3:40])([CH3:31])[CH3:30]. (9) Given the product [NH:31]1[CH2:32][CH2:33][CH2:34][C@@H:29]([O:28][C:27]2[C:10]3[C:9]4[CH:8]=[C:7]([C:5]5[CH:4]=[N:3][N:2]([CH3:1])[CH:6]=5)[N:15]=[CH:14][C:13]=4[NH:12][C:11]=3[N:24]=[CH:25][CH:26]=2)[CH2:30]1, predict the reactants needed to synthesize it. The reactants are: [CH3:1][N:2]1[CH:6]=[C:5]([C:7]2[N:15]=[CH:14][C:13]3[N:12](COCC[Si](C)(C)C)[C:11]4[N:24]=[CH:25][CH:26]=[C:27]([O:28][C@@H:29]5[CH2:34][CH2:33][CH2:32][N:31](C(OC(C)(C)C)=O)[CH2:30]5)[C:10]=4[C:9]=3[CH:8]=2)[CH:4]=[N:3]1.Br.[OH-].[Na+].Cl.